Dataset: Reaction yield outcomes from USPTO patents with 853,638 reactions. Task: Predict the reaction yield, written as a fraction of the theoretical maximum amount of product (1.0 means a 100% yield; for example, 0.34 means a 34% yield). The reactants are [F:1][C:2]1[CH:3]=[CH:4][C:5]([C:8]2[N:12]=[C:11]([C:13]3[CH:18]=[C:17]([N+:19]([O-])=O)[CH:16]=[C:15]([C:22]#[N:23])[CH:14]=3)[O:10][N:9]=2)=[N:6][CH:7]=1.C(=O)([O-])[O-].[K+].[K+].[CH2:30](I)[CH3:31]. The catalyst is CN(C)C=O.C(OCC)(=O)C. The product is [F:1][C:2]1[CH:3]=[CH:4][C:5]([C:8]2[N:12]=[C:11]([C:13]3[CH:18]=[C:17]([NH:19][CH2:30][CH3:31])[CH:16]=[C:15]([C:22]#[N:23])[CH:14]=3)[O:10][N:9]=2)=[N:6][CH:7]=1. The yield is 0.380.